This data is from Catalyst prediction with 721,799 reactions and 888 catalyst types from USPTO. The task is: Predict which catalyst facilitates the given reaction. (1) Reactant: [F:1][C:2]1[CH:10]=[C:9]2[C:5]([C:6]([CH:11]=O)=[CH:7][NH:8]2)=[CH:4][CH:3]=1.C([O-])(=O)C.[NH4+].[N+:18]([CH2:21][CH3:22])([O-:20])=[O:19].C(O)(=O)C. Product: [F:1][C:2]1[CH:10]=[C:9]2[C:5]([C:6](/[CH:11]=[C:21](/[N+:18]([O-:20])=[O:19])\[CH3:22])=[CH:7][NH:8]2)=[CH:4][CH:3]=1. The catalyst class is: 2. (2) Reactant: [CH:1]1[CH:6]=[CH:5][C:4]([CH2:7][O:8][C:9](Cl)=[O:10])=[CH:3][CH:2]=1.[CH3:12][NH:13][CH:14]1[CH2:19][CH2:18][NH:17][C:16](=[O:20])[CH2:15]1.C([O-])([O-])=O.[K+].[K+]. Product: [CH3:12][N:13]([CH:14]1[CH2:19][CH2:18][NH:17][C:16](=[O:20])[CH2:15]1)[C:9](=[O:10])[O:8][CH2:7][C:4]1[CH:5]=[CH:6][CH:1]=[CH:2][CH:3]=1. The catalyst class is: 76. (3) Reactant: [H-].[Na+].[Cl:3][C:4]1[CH:9]=[CH:8][CH:7]=[CH:6][C:5]=1[C:10]([C:12]1[C:17]([Cl:18])=[N:16][C:15](Cl)=[CH:14][N:13]=1)=[O:11].[CH3:20][O:21][C:22](=[O:31])[CH2:23][C:24]1[CH:29]=[CH:28][CH:27]=[CH:26][C:25]=1[F:30]. Product: [CH3:20][O:21][C:22](=[O:31])[CH:23]([C:15]1[CH:14]=[N:13][C:12]([C:10](=[O:11])[C:5]2[CH:6]=[CH:7][CH:8]=[CH:9][C:4]=2[Cl:3])=[C:17]([Cl:18])[N:16]=1)[C:24]1[CH:29]=[CH:28][CH:27]=[CH:26][C:25]=1[F:30]. The catalyst class is: 3. (4) The catalyst class is: 8. Reactant: [C:9](O[C:9]([O:11][C:12]([CH3:15])([CH3:14])[CH3:13])=[O:10])([O:11][C:12]([CH3:15])([CH3:14])[CH3:13])=[O:10].[Si:16]([O:23][CH2:24][C:25]1[N:29]2[C:30](=[O:39])[N:31]([CH:33]3[CH2:38][CH2:37][NH:36][CH2:35][CH2:34]3)[CH2:32][C:28]2=[CH:27][N:26]=1)([C:19]([CH3:22])([CH3:21])[CH3:20])([CH3:18])[CH3:17]. Product: [Si:16]([O:23][CH2:24][C:25]1[N:29]2[C:30](=[O:39])[N:31]([CH:33]3[CH2:38][CH2:37][N:36]([C:9]([O:11][C:12]([CH3:13])([CH3:14])[CH3:15])=[O:10])[CH2:35][CH2:34]3)[CH2:32][C:28]2=[CH:27][N:26]=1)([C:19]([CH3:20])([CH3:21])[CH3:22])([CH3:18])[CH3:17]. (5) Reactant: [C:1]([O:5][C:6](=[O:16])[NH:7][C@@H:8]1[CH2:13][CH2:12][CH2:11][CH2:10][C@H:9]1[CH2:14][OH:15])([CH3:4])([CH3:3])[CH3:2].[S:17](Cl)([C:20]1[CH:26]=[CH:25][C:23]([CH3:24])=[CH:22][CH:21]=1)(=[O:19])=[O:18]. Product: [CH3:24][C:23]1[CH:25]=[CH:26][C:20]([S:17]([O:15][CH2:14][C@@H:9]2[CH2:10][CH2:11][CH2:12][CH2:13][C@H:8]2[NH:7][C:6]([O:5][C:1]([CH3:4])([CH3:2])[CH3:3])=[O:16])(=[O:19])=[O:18])=[CH:21][CH:22]=1. The catalyst class is: 17. (6) Reactant: [Cl:1][C:2]1[C:7]([F:8])=[CH:6][CH:5]=[CH:4][C:3]=1[C@:9]1([CH3:28])[CH2:14][C@@H:13]([C:15]([F:18])([F:17])[F:16])[O:12][C:11]([NH:19]C(=O)C2C=CC=CC=2)=[N:10]1.CO.C1CCN2C(=NCCC2)CC1. Product: [Cl:1][C:2]1[C:7]([F:8])=[CH:6][CH:5]=[CH:4][C:3]=1[C@:9]1([CH3:28])[CH2:14][C@@H:13]([C:15]([F:18])([F:16])[F:17])[O:12][C:11]([NH2:19])=[N:10]1. The catalyst class is: 521. (7) Product: [NH2:55][C:19]1[N:18]=[C:17]([C:15]2[N:14]([CH3:56])[C:11]3[CH2:12][CH2:13][NH:8][C:9](=[O:57])[C:10]=3[CH:16]=2)[C:22]([C:23]#[C:24][C:25]2[CH:26]=[C:27]([CH2:31][C:32]([NH:33][C:34]3[CH:39]=[CH:38][C:37]([CH2:40][N:41]4[CH2:42][CH2:43][N:44]([CH2:47][CH2:48][CH3:49])[CH2:45][CH2:46]4)=[C:36]([C:50]([F:52])([F:53])[F:51])[CH:35]=3)=[O:54])[CH:28]=[CH:29][CH:30]=2)=[CH:21][N:20]=1. Reactant: C(OC([N:8]1[CH2:13][CH2:12][C:11]2[N:14]([CH3:56])[C:15]([C:17]3[C:22]([C:23]#[C:24][C:25]4[CH:30]=[CH:29][CH:28]=[C:27]([CH2:31][C:32](=[O:54])[NH:33][C:34]5[CH:39]=[CH:38][C:37]([CH2:40][N:41]6[CH2:46][CH2:45][N:44]([CH2:47][CH2:48][CH3:49])[CH2:43][CH2:42]6)=[C:36]([C:50]([F:53])([F:52])[F:51])[CH:35]=5)[CH:26]=4)=[CH:21][N:20]=[C:19]([NH2:55])[N:18]=3)=[CH:16][C:10]=2[C:9]1=[O:57])=O)(C)(C)C.O1CCOCC1. The catalyst class is: 473.